Task: Predict the reaction yield, written as a fraction of the theoretical maximum amount of product (1.0 means a 100% yield; for example, 0.34 means a 34% yield).. Dataset: Reaction yield outcomes from USPTO patents with 853,638 reactions (1) The reactants are [CH2:1]([N:3]1[CH:8]2[CH2:9][CH2:10][CH:4]1[CH2:5][CH:6]([C:11]1[N:16]3[N:17]=[C:18]([C:36]4[CH:41]=[CH:40][N:39]=[CH:38][CH:37]=4)[C:19]([C:20]4[CH:25]=[CH:24][C:23]([NH:26]C(=O)OC(C)(C)C)=[C:22]([O:34][CH3:35])[CH:21]=4)=[C:15]3[N:14]=[CH:13][CH:12]=1)[CH2:7]2)[CH3:2].FC(F)(F)C(O)=O. The catalyst is ClCCl. The product is [CH2:1]([N:3]1[CH:4]2[CH2:10][CH2:9][CH:8]1[CH2:7][CH:6]([C:11]1[N:16]3[N:17]=[C:18]([C:36]4[CH:37]=[CH:38][N:39]=[CH:40][CH:41]=4)[C:19]([C:20]4[CH:25]=[CH:24][C:23]([NH2:26])=[C:22]([O:34][CH3:35])[CH:21]=4)=[C:15]3[N:14]=[CH:13][CH:12]=1)[CH2:5]2)[CH3:2]. The yield is 0.940. (2) The reactants are [F:1][C:2]1[CH:7]=[CH:6][C:5]([N:8]2[C:16]3[C:11](=[CH:12][C:13](/[CH:18]=[CH:19]/[C:20]([O:22]CC)=[O:21])=[C:14]([CH3:17])[CH:15]=3)[CH:10]=[N:9]2)=[CH:4][CH:3]=1. The catalyst is CCO.[Pd]. The product is [F:1][C:2]1[CH:3]=[CH:4][C:5]([N:8]2[C:16]3[C:11](=[CH:12][C:13]([CH2:18][CH2:19][C:20]([OH:22])=[O:21])=[C:14]([CH3:17])[CH:15]=3)[CH:10]=[N:9]2)=[CH:6][CH:7]=1. The yield is 1.00.